From a dataset of NCI-60 drug combinations with 297,098 pairs across 59 cell lines. Regression. Given two drug SMILES strings and cell line genomic features, predict the synergy score measuring deviation from expected non-interaction effect. (1) Drug 1: C1C(C(OC1N2C=NC3=C(N=C(N=C32)Cl)N)CO)O. Drug 2: CCC1=C2CN3C(=CC4=C(C3=O)COC(=O)C4(CC)O)C2=NC5=C1C=C(C=C5)O. Cell line: NCI-H522. Synergy scores: CSS=24.9, Synergy_ZIP=-12.4, Synergy_Bliss=0.403, Synergy_Loewe=-1.39, Synergy_HSA=1.63. (2) Drug 1: CC1C(C(CC(O1)OC2CC(CC3=C2C(=C4C(=C3O)C(=O)C5=C(C4=O)C(=CC=C5)OC)O)(C(=O)C)O)N)O.Cl. Drug 2: C(CC(=O)O)C(=O)CN.Cl. Cell line: NCI-H226. Synergy scores: CSS=7.68, Synergy_ZIP=-5.46, Synergy_Bliss=-5.57, Synergy_Loewe=-12.4, Synergy_HSA=-5.66. (3) Drug 1: C1CCC(C1)C(CC#N)N2C=C(C=N2)C3=C4C=CNC4=NC=N3. Drug 2: CC1=C(C=C(C=C1)NC(=O)C2=CC=C(C=C2)CN3CCN(CC3)C)NC4=NC=CC(=N4)C5=CN=CC=C5. Cell line: 786-0. Synergy scores: CSS=0.238, Synergy_ZIP=2.57, Synergy_Bliss=-6.29, Synergy_Loewe=-5.95, Synergy_HSA=-4.98. (4) Drug 1: CC12CCC3C(C1CCC2=O)CC(=C)C4=CC(=O)C=CC34C. Drug 2: CC1=C(C(=O)C2=C(C1=O)N3CC4C(C3(C2COC(=O)N)OC)N4)N. Cell line: SF-539. Synergy scores: CSS=29.0, Synergy_ZIP=-5.79, Synergy_Bliss=-4.27, Synergy_Loewe=-18.4, Synergy_HSA=-3.41. (5) Drug 1: CC1=C(C=C(C=C1)NC(=O)C2=CC=C(C=C2)CN3CCN(CC3)C)NC4=NC=CC(=N4)C5=CN=CC=C5. Drug 2: C(CN)CNCCSP(=O)(O)O. Cell line: NCI-H522. Synergy scores: CSS=-0.770, Synergy_ZIP=-0.498, Synergy_Bliss=-0.855, Synergy_Loewe=-6.73, Synergy_HSA=-2.16.